Task: Predict the reactants needed to synthesize the given product.. Dataset: Full USPTO retrosynthesis dataset with 1.9M reactions from patents (1976-2016) (1) Given the product [Cl:1][C:2]1[CH:7]=[CH:6][C:5]([C:8]2[C:12]3[CH2:13][N:14]([S:17]([CH3:20])(=[O:19])=[O:18])[CH2:15][CH2:16][C:11]=3[N:10]([CH2:21][CH2:22][CH2:23][N:24]3[CH2:25][CH2:26][O:27][CH2:28][CH2:29]3)[N:9]=2)=[CH:4][C:3]=1[C:30]#[C:31][C:57]1[CH:56]=[C:55]2[C:60]([CH2:61][C@@H:52]([C:50]([O:49][CH3:48])=[O:51])[N:53]([C:70]([O:72][C:73]([CH3:75])([CH3:76])[CH3:74])=[O:71])[CH2:54]2)=[CH:59][CH:58]=1, predict the reactants needed to synthesize it. The reactants are: [Cl:1][C:2]1[CH:7]=[CH:6][C:5]([C:8]2[C:12]3[CH2:13][N:14]([S:17]([CH3:20])(=[O:19])=[O:18])[CH2:15][CH2:16][C:11]=3[N:10]([CH2:21][CH2:22][CH2:23][N:24]3[CH2:29][CH2:28][O:27][CH2:26][CH2:25]3)[N:9]=2)=[CH:4][C:3]=1[C:30]#[C:31]OC(N1C(C([O-])=O)CC2C(=CC=CC=2)C1)=O.[CH3:48][O:49][C:50]([C@@H:52]1[CH2:61][C:60]2[C:55](=[CH:56][C:57](OS(C(F)(F)F)(=O)=O)=[CH:58][CH:59]=2)[CH2:54][N:53]1[C:70]([O:72][C:73]([CH3:76])([CH3:75])[CH3:74])=[O:71])=[O:51].IC1C=C2C(=CC=1)NC=C2. (2) Given the product [CH3:17][N:18]([CH2:20][CH:21]1[CH2:26][CH2:25][CH2:24][N:23]([C:13]2[NH:16][C:4](=[O:5])[C:6]3[C:7]([CH:12]=2)=[CH:8][CH:9]=[CH:10][CH:11]=3)[CH2:22]1)[CH3:19], predict the reactants needed to synthesize it. The reactants are: Cl.CO[C:4]([C:6]1[CH:11]=[CH:10][CH:9]=[CH:8][C:7]=1[CH2:12][C:13](=[NH:16])OC)=[O:5].[CH3:17][N:18]([CH2:20][CH:21]1[CH2:26][CH2:25][CH2:24][NH:23][CH2:22]1)[CH3:19]. (3) The reactants are: [C:1]([O:9][CH:10]1[C:18]2[C:13](=[CH:14][CH:15]=[C:16]([CH3:19])[CH:17]=2)[N:12]([CH2:20][CH3:21])[C:11]1=[O:22])(=[O:8])[C:2]1[CH:7]=[CH:6][CH:5]=[CH:4][CH:3]=1.C[C:24]1[CH:25]=[C:26]2[C:30](=[CH:31][CH:32]=1)N(CC[C:24]1[CH:32]=[CH:31][CH:30]=[CH:26][CH:25]=1)C(=O)C2=O. Given the product [C:1]([O:9][CH:10]1[C:18]2[C:13](=[CH:14][CH:15]=[C:16]([CH3:19])[CH:17]=2)[N:12]([CH2:20][CH2:21][C:24]2[CH:25]=[CH:26][CH:30]=[CH:31][CH:32]=2)[C:11]1=[O:22])(=[O:8])[C:2]1[CH:3]=[CH:4][CH:5]=[CH:6][CH:7]=1, predict the reactants needed to synthesize it. (4) Given the product [OH:18][C:19]1[C:24]([CH3:25])=[C:23]([O:26][CH2:2][CH2:3][CH2:4][CH2:5][N:6]2[CH:10]=[C:9]([CH3:11])[N:8]=[C:7]2[C:12]2[CH:17]=[CH:16][CH:15]=[CH:14][CH:13]=2)[CH:22]=[CH:21][C:20]=1[C:27](=[O:32])[CH2:28][CH:29]([CH3:30])[CH3:31], predict the reactants needed to synthesize it. The reactants are: Br[CH2:2][CH2:3][CH2:4][CH2:5][N:6]1[CH:10]=[C:9]([CH3:11])[N:8]=[C:7]1[C:12]1[CH:17]=[CH:16][CH:15]=[CH:14][CH:13]=1.[OH:18][C:19]1[C:24]([CH3:25])=[C:23]([OH:26])[CH:22]=[CH:21][C:20]=1[C:27](=[O:32])[CH2:28][CH:29]([CH3:31])[CH3:30].